Dataset: Forward reaction prediction with 1.9M reactions from USPTO patents (1976-2016). Task: Predict the product of the given reaction. (1) Given the reactants [CH2:1]([N:3](CC)CC)C.[CH3:8][O:9][C:10]1[CH:15]=[CH:14][N+:13]([O-])=[CH:12][CH:11]=1.C[Si](C#N)(C)C, predict the reaction product. The product is: [CH3:8][O:9][C:10]1[CH:15]=[CH:14][N:13]=[C:12]([C:1]#[N:3])[CH:11]=1. (2) Given the reactants [NH2:1][C@H:2]([CH3:9])[CH2:3][CH2:4][NH:5][CH:6]([CH3:8])[CH3:7].FC1C=CC(CNC(C2C(=O)C(O)=C3C(=O)N4[C@H](C)CCN(C(C)C)[C@H]4CN3C=2)=O)=CC=1.C[O:43][C:44]([C:46]1[N:47]([CH2:72][CH:73]=O)[CH:48]=[C:49]([C:61](=[O:71])[NH:62][CH2:63][C:64]2[CH:69]=[CH:68][C:67]([F:70])=[CH:66][CH:65]=2)[C:50](=[O:60])[C:51]=1[O:52][CH2:53][C:54]1[CH:59]=[CH:58][CH:57]=[CH:56][CH:55]=1)=O.C(O)(=O)C, predict the reaction product. The product is: [F:70][C:67]1[CH:66]=[CH:65][C:64]([CH2:63][NH:62][C:61]([C:49]2[C:50](=[O:60])[C:51]([O:52][CH2:53][C:54]3[CH:59]=[CH:58][CH:57]=[CH:56][CH:55]=3)=[C:46]3[C:44](=[O:43])[N:1]4[C@H:2]([CH3:9])[CH2:3][CH2:4][N:5]([CH:6]([CH3:8])[CH3:7])[C@H:73]4[CH2:72][N:47]3[CH:48]=2)=[O:71])=[CH:69][CH:68]=1. (3) Given the reactants [C:1]([C:4]1[CH:5]=[CH:6][C:7]([NH:34][C:35](=[O:37])[CH3:36])=[C:8]([C:10]2[CH:15]=[CH:14][C:13]([N:16]3[C:20]4[CH:21]=[CH:22][CH:23]=[CH:24][C:19]=4[N:18]([CH2:25][C:26]4[CH:31]=[CH:30][CH:29]=[CH:28][C:27]=4[Cl:32])[C:17]3=[NH:33])=[CH:12][CH:11]=2)[CH:9]=1)(=[O:3])[CH3:2].[CH3:38][Mg+].[Br-], predict the reaction product. The product is: [Cl:32][C:27]1[CH:28]=[CH:29][CH:30]=[CH:31][C:26]=1[CH2:25][N:18]1[C:19]2[CH:24]=[CH:23][CH:22]=[CH:21][C:20]=2[N:16]([C:13]2[CH:12]=[CH:11][C:10]([C:8]3[CH:9]=[C:4]([C:1]([OH:3])([CH3:38])[CH3:2])[CH:5]=[CH:6][C:7]=3[NH:34][C:35](=[O:37])[CH3:36])=[CH:15][CH:14]=2)[C:17]1=[NH:33]. (4) Given the reactants [CH2:1]([C:3]1[CH:8]=[CH:7][C:6]([CH2:9][CH:10]=[CH:11][O:12]C)=[CH:5][CH:4]=1)[CH3:2].C(C1C=CC(C=O)=CC=1)C, predict the reaction product. The product is: [CH2:1]([C:3]1[CH:8]=[CH:7][C:6]([CH2:9][CH2:10][CH:11]=[O:12])=[CH:5][CH:4]=1)[CH3:2]. (5) Given the reactants C([O:3][C:4](=O)[C:5]1[CH:10]=[CH:9][C:8]([NH:11][C:12]2[C:17](=[O:18])[N:16]([CH3:19])[CH:15]=[C:14]([Br:20])[N:13]=2)=[CH:7][CH:6]=1)C.CC(C[AlH]CC(C)C)C, predict the reaction product. The product is: [Br:20][C:14]1[N:13]=[C:12]([NH:11][C:8]2[CH:9]=[CH:10][C:5]([CH2:4][OH:3])=[CH:6][CH:7]=2)[C:17](=[O:18])[N:16]([CH3:19])[CH:15]=1. (6) Given the reactants [NH2:1][C:2]([NH:4][C:5]1[C:6]([C:18]([NH2:20])=[O:19])=[N:7][N:8]([C:10]2[CH:15]=[CH:14][C:13](I)=[CH:12][C:11]=2[CH3:17])[CH:9]=1)=[O:3].C(O)CO.C(N(C(C)C)CC)(C)C.[F:34][C:35]1[CH:40]=[CH:39][C:38]([SH:41])=[CH:37][CH:36]=1.[OH-].[Na+], predict the reaction product. The product is: [NH2:1][C:2]([NH:4][C:5]1[C:6]([C:18]([NH2:20])=[O:19])=[N:7][N:8]([C:10]2[CH:15]=[CH:14][C:13]([S:41][C:38]3[CH:39]=[CH:40][C:35]([F:34])=[CH:36][CH:37]=3)=[CH:12][C:11]=2[CH3:17])[CH:9]=1)=[O:3]. (7) Given the reactants [Cl-].O[NH3+:3].[C:4](=[O:7])([O-])[OH:5].[Na+].CS(C)=O.[CH2:13]([C:17]1[N:18]=[C:19]([CH3:46])[N:20]([CH2:39][CH:40]2[CH2:45][CH2:44][CH2:43][CH2:42][CH2:41]2)[C:21](=[O:38])[C:22]=1[CH2:23][C:24]1[CH:29]=[CH:28][C:27]([C:30]2[C:31]([C:36]#[N:37])=[CH:32][CH:33]=[CH:34][CH:35]=2)=[CH:26][CH:25]=1)[CH2:14][CH2:15][CH3:16], predict the reaction product. The product is: [CH2:13]([C:17]1[N:18]=[C:19]([CH3:46])[N:20]([CH2:39][CH:40]2[CH2:45][CH2:44][CH2:43][CH2:42][CH2:41]2)[C:21](=[O:38])[C:22]=1[CH2:23][C:24]1[CH:29]=[CH:28][C:27]([C:30]2[CH:35]=[CH:34][CH:33]=[CH:32][C:31]=2[C:36]2[NH:3][C:4](=[O:7])[O:5][N:37]=2)=[CH:26][CH:25]=1)[CH2:14][CH2:15][CH3:16].